This data is from Catalyst prediction with 721,799 reactions and 888 catalyst types from USPTO. The task is: Predict which catalyst facilitates the given reaction. (1) Reactant: C([O:3][C:4]([C:6]1[C:10]([CH3:11])=[C:9]([CH:12]=[O:13])[NH:8][C:7]=1[CH3:14])=[O:5])C.[OH-].[K+].O. Product: [CH:12]([C:9]1[NH:8][C:7]([CH3:14])=[C:6]([C:4]([OH:5])=[O:3])[C:10]=1[CH3:11])=[O:13]. The catalyst class is: 5. (2) Reactant: [C:1]([O:5][C:6](=[O:33])[NH:7][CH:8]([C:28]1[NH:29][CH:30]=[CH:31][N:32]=1)[CH2:9][C:10]1[CH:18]=[C:17]([CH3:19])[C:16]2[C:12](=[CH:13][N:14]([CH2:20][O:21][CH2:22][CH2:23][Si:24]([CH3:27])([CH3:26])[CH3:25])[N:15]=2)[CH:11]=1)([CH3:4])([CH3:3])[CH3:2].[Cl:34][C:35]1[CH:40]=[C:39]([CH2:41]Cl)[CH:38]=[C:37]([CH3:43])[N:36]=1.C(=O)([O-])[O-].[Cs+].[Cs+]. Product: [Cl:34][C:35]1[CH:40]=[C:39]([CH2:41][N:32]2[CH:31]=[CH:30][N:29]=[C:28]2[CH:8]([NH:7][C:6](=[O:33])[O:5][C:1]([CH3:4])([CH3:2])[CH3:3])[CH2:9][C:10]2[CH:18]=[C:17]([CH3:19])[C:16]3[C:12](=[CH:13][N:14]([CH2:20][O:21][CH2:22][CH2:23][Si:24]([CH3:25])([CH3:27])[CH3:26])[N:15]=3)[CH:11]=2)[CH:38]=[C:37]([CH3:43])[N:36]=1. The catalyst class is: 9. (3) Reactant: [Br:1][C:2]1[CH:7]=[CH:6][C:5]([C:8]2[CH:9]=[N:10][C:11]([NH2:14])=[N:12][CH:13]=2)=[CH:4][C:3]=1[F:15].Cl[CH:17]([C:20]1([C:23]2[CH:24]=[C:25]3[C:30](=[CH:31][CH:32]=2)[N:29]=[CH:28][CH:27]=[CH:26]3)[CH2:22][CH2:21]1)[CH:18]=O. Product: [Br:1][C:2]1[CH:7]=[CH:6][C:5]([C:8]2[CH:13]=[N:12][C:11]3[N:10]([C:17]([C:20]4([C:23]5[CH:24]=[C:25]6[C:30](=[CH:31][CH:32]=5)[N:29]=[CH:28][CH:27]=[CH:26]6)[CH2:22][CH2:21]4)=[CH:18][N:14]=3)[CH:9]=2)=[CH:4][C:3]=1[F:15]. The catalyst class is: 8. (4) Reactant: [CH3:1][N:2]1[CH2:7][CH2:6][CH:5]([NH2:8])[CH2:4][CH2:3]1.Cl[C:10]1[N:11]([C:30](=[O:32])[CH3:31])[CH2:12][C:13]2[N:19]=[C:18]([Cl:20])[N:17]=[C:16]([NH:21][C:22]3[CH:27]=[CH:26][C:25]([F:28])=[C:24]([Cl:29])[CH:23]=3)[C:14]=2[N:15]=1.C1COCC1.C(N(CC)CC)C. Product: [Cl:20][C:18]1[N:17]=[C:16]([NH:21][C:22]2[CH:27]=[CH:26][C:25]([F:28])=[C:24]([Cl:29])[CH:23]=2)[C:14]2[N:15]=[C:10]([NH:8][CH:5]3[CH2:6][CH2:7][N:2]([CH3:1])[CH2:3][CH2:4]3)[N:11]([C:30](=[O:32])[CH3:31])[CH2:12][C:13]=2[N:19]=1. The catalyst class is: 6. (5) Reactant: [CH3:1][CH:2]1[CH:6]([CH3:7])[O:5][S:4](=[O:8])[N:3]1[C:9]([O:11][C:12]([CH3:15])([CH3:14])[CH3:13])=[O:10].I([O-])(=O)(=O)=[O:17].[Na+].Cl. Product: [CH3:1][CH:2]1[CH:6]([CH3:7])[O:5][S:4](=[O:17])(=[O:8])[N:3]1[C:9]([O:11][C:12]([CH3:13])([CH3:15])[CH3:14])=[O:10]. The catalyst class is: 47. (6) The catalyst class is: 17. Reactant: [NH2:1][C:2]1[C:15]([Cl:16])=[CH:14][CH:13]=[CH:12][C:3]=1[C:4]([C:6]1[CH:11]=[CH:10][CH:9]=[CH:8][CH:7]=1)=O.Cl.[NH2:18][CH2:19][C:20](OCC)=[O:21]. Product: [Cl:16][C:15]1[C:2]2[NH:1][C:20](=[O:21])[CH2:19][N:18]=[C:4]([C:6]3[CH:11]=[CH:10][CH:9]=[CH:8][CH:7]=3)[C:3]=2[CH:12]=[CH:13][CH:14]=1. (7) Reactant: [NH:1]([C:66]([CH3:68])=[O:67])[CH2:2][C:3]([NH:5][C@H:6]([C:13]([NH:15][CH2:16][C:17]([NH:19][C@H:20]([C:45]([NH:47][C@H:48]([C:55]([NH:57][C@H:58]([C:63]([OH:65])=[O:64])[CH2:59][CH2:60][CH2:61][CH3:62])=[O:56])[CH2:49][O:50]C(C)(C)C)=[O:46])[CH2:21][CH2:22][CH2:23][NH:24][C:25](=[NH:44])[NH:26]S(C1C(C)=C2C(OC(C2)(C)C)=C(C)C=1C)(=O)=O)=[O:18])=[O:14])[CH2:7][O:8]C(C)(C)C)=[O:4]. Product: [NH:1]([C:66]([CH3:68])=[O:67])[CH2:2][C:3]([NH:5][C@H:6]([C:13]([NH:15][CH2:16][C:17]([NH:19][C@H:20]([C:45]([NH:47][C@H:48]([C:55]([NH:57][C@H:58]([C:63]([OH:65])=[O:64])[CH2:59][CH2:60][CH2:61][CH3:62])=[O:56])[CH2:49][OH:50])=[O:46])[CH2:21][CH2:22][CH2:23][NH:24][C:25](=[NH:26])[NH2:44])=[O:18])=[O:14])[CH2:7][OH:8])=[O:4]. The catalyst class is: 484.